From a dataset of Forward reaction prediction with 1.9M reactions from USPTO patents (1976-2016). Predict the product of the given reaction. (1) Given the reactants Cl[C:2]1[CH:11]=[CH:10][C:9]2[C:4](=[CH:5][CH:6]=[CH:7][CH:8]=2)[N:3]=1.[NH:12]1[CH2:17][CH2:16][CH:15]([CH2:18][CH2:19][OH:20])[CH2:14][CH2:13]1, predict the reaction product. The product is: [N:3]1[C:4]2[C:9](=[CH:8][CH:7]=[CH:6][CH:5]=2)[CH:10]=[CH:11][C:2]=1[N:12]1[CH2:17][CH2:16][CH:15]([CH2:18][CH2:19][OH:20])[CH2:14][CH2:13]1. (2) Given the reactants [CH3:1][O:2][C:3](=[O:17])[O:4][CH:5]1[C:11]2=[N:12][CH:13]=[C:14]([NH2:16])[CH:15]=[C:10]2[CH2:9][CH2:8][CH2:7][CH2:6]1.N1C=CC=CC=1.Cl[C:25]([O:27][CH2:28][CH3:29])=[O:26], predict the reaction product. The product is: [CH3:1][O:2][C:3](=[O:17])[O:4][CH:5]1[C:11]2=[N:12][CH:13]=[C:14]([NH:16][C:25]([O:27][CH2:28][CH3:29])=[O:26])[CH:15]=[C:10]2[CH2:9][CH2:8][CH2:7][CH2:6]1.